This data is from Peptide-MHC class II binding affinity with 134,281 pairs from IEDB. The task is: Regression. Given a peptide amino acid sequence and an MHC pseudo amino acid sequence, predict their binding affinity value. This is MHC class II binding data. (1) The binding affinity (normalized) is 0.717. The MHC is DRB1_1001 with pseudo-sequence DRB1_1001. The peptide sequence is GGESFGIVVAWKVRL. (2) The peptide sequence is IEKVDAAFKVAATAANAAPA. The MHC is HLA-DQA10501-DQB10301 with pseudo-sequence HLA-DQA10501-DQB10301. The binding affinity (normalized) is 0.873. (3) The peptide sequence is RPGVSKKFLSLLTSS. The MHC is DRB4_0101 with pseudo-sequence DRB4_0103. The binding affinity (normalized) is 0.435. (4) The peptide sequence is SVTSRAATGKVACTC. The MHC is H-2-IAd with pseudo-sequence H-2-IAd. The binding affinity (normalized) is 0. (5) The peptide sequence is AWLDLEFISTVLGAP. The MHC is DRB1_0101 with pseudo-sequence DRB1_0101. The binding affinity (normalized) is 0.543. (6) The peptide sequence is NIWADDLAASLSTLE. The MHC is DRB1_0901 with pseudo-sequence DRB1_0901. The binding affinity (normalized) is 0.736.